Dataset: Full USPTO retrosynthesis dataset with 1.9M reactions from patents (1976-2016). Task: Predict the reactants needed to synthesize the given product. (1) Given the product [Cl:1][C:2]1[CH:3]=[C:4]([C:5]2[O:6][N:16]=[C:17]([C:18]3[CH:27]=[CH:26][CH:25]=[C:24]4[C:19]=3[CH:20]=[CH:21][N:22]=[C:23]4[CH2:28][CH2:29][C:30]([O:32][C:33]([CH3:36])([CH3:35])[CH3:34])=[O:31])[N:37]=2)[CH:8]=[CH:9][C:10]=1[O:11][CH:12]([F:14])[F:13], predict the reactants needed to synthesize it. The reactants are: [Cl:1][C:2]1[CH:3]=[C:4]([CH:8]=[CH:9][C:10]=1[O:11][CH:12]([F:14])[F:13])[C:5](Cl)=[O:6].O[NH:16][C:17](=[NH:37])[C:18]1[CH:27]=[CH:26][CH:25]=[C:24]2[C:19]=1[CH:20]=[CH:21][N:22]=[C:23]2[CH2:28][CH2:29][C:30]([O:32][C:33]([CH3:36])([CH3:35])[CH3:34])=[O:31].C(N(CC)CC)C. (2) Given the product [CH2:23]([O:30][C@@H:31]1[C@@H:36]([O:37][CH2:38][C:39]2[CH:44]=[CH:43][CH:42]=[CH:41][CH:40]=2)[C@H:35]([O:45][CH2:46][C:47]2[CH:48]=[CH:49][CH:50]=[CH:51][CH:52]=2)[C@@H:34]([CH2:53][O:54][CH2:55][C:56]2[CH:57]=[CH:58][CH:59]=[CH:60][CH:61]=2)[O:33][C@:32]1([CH2:2][C:1]([O:4][CH3:5])=[O:3])[OH:62])[C:24]1[CH:29]=[CH:28][CH:27]=[CH:26][CH:25]=1, predict the reactants needed to synthesize it. The reactants are: [C:1]([O:4][CH3:5])(=[O:3])[CH3:2].CC(C)=O.C(=O)=O.[Li+].C[Si]([N-][Si](C)(C)C)(C)C.[CH2:23]([O:30][C@@H:31]1[C@@H:36]([O:37][CH2:38][C:39]2[CH:44]=[CH:43][CH:42]=[CH:41][CH:40]=2)[C@H:35]([O:45][CH2:46][C:47]2[CH:52]=[CH:51][CH:50]=[CH:49][CH:48]=2)[C@@H:34]([CH2:53][O:54][CH2:55][C:56]2[CH:61]=[CH:60][CH:59]=[CH:58][CH:57]=2)[O:33][C:32]1=[O:62])[C:24]1[CH:29]=[CH:28][CH:27]=[CH:26][CH:25]=1. (3) Given the product [CH2:1]([O:8][CH2:9][CH2:10][O:11][CH2:12][C:13]1[CH:18]=[CH:17][C:16]([C:36](=[CH2:47])[C:37]([O:39][CH2:40][C:41]2[CH:46]=[CH:45][CH:44]=[CH:43][CH:42]=2)=[O:38])=[CH:15][C:14]=1[F:28])[C:2]1[CH:3]=[CH:4][CH:5]=[CH:6][CH:7]=1, predict the reactants needed to synthesize it. The reactants are: [CH2:1]([O:8][CH2:9][CH2:10][O:11][CH2:12][C:13]1[CH:18]=[CH:17][C:16](B2OC(C)(C)C(C)(C)O2)=[CH:15][C:14]=1[F:28])[C:2]1[CH:7]=[CH:6][CH:5]=[CH:4][CH:3]=1.C([O-])([O-])=O.[Cs+].[Cs+].Br[C:36](=[CH2:47])[C:37]([O:39][CH2:40][C:41]1[CH:46]=[CH:45][CH:44]=[CH:43][CH:42]=1)=[O:38]. (4) Given the product [Cl:13][C:4]1[CH:5]=[CH:6][C:7]([C:8]#[N:9])=[C:2]([CH3:1])[N:3]=1, predict the reactants needed to synthesize it. The reactants are: [CH3:1][C:2]1[NH:3][C:4](=O)[CH:5]=[CH:6][C:7]=1[C:8]#[N:9].P(Cl)(Cl)([Cl:13])=O. (5) Given the product [CH3:8][N:7]([C:6]([O:5][C:1]([CH3:4])([CH3:3])[CH3:2])=[O:29])[CH:9]([CH3:28])[C:10]([NH:12][C:13]1[N:14]=[C:15]([C:20]#[C:21][C:22]2[CH:27]=[CH:26][CH:25]=[CH:24][CH:23]=2)[C:16]([B:30]([OH:35])[OH:31])=[CH:17][CH:18]=1)=[O:11], predict the reactants needed to synthesize it. The reactants are: [C:1]([O:5][C:6](=[O:29])[N:7]([CH:9]([CH3:28])[C:10]([NH:12][C:13]1[CH:18]=[CH:17][C:16](Br)=[C:15]([C:20]#[C:21][C:22]2[CH:27]=[CH:26][CH:25]=[CH:24][CH:23]=2)[N:14]=1)=[O:11])[CH3:8])([CH3:4])([CH3:3])[CH3:2].[B:30]1(B2OCC(C)(C)CO2)[O:35]CC(C)(C)C[O:31]1.CC([O-])=O.[K+].CS(C)=O. (6) Given the product [Si:1]([O:8][C:9]1([C:12]2[CH:17]=[CH:16][C:15]([CH:18]([CH3:22])[C:19]([NH:68][CH2:67][C:66]3[N:62]([C:58]4[CH:59]=[CH:60][CH:61]=[C:56]([Cl:55])[CH:57]=4)[N:63]=[C:64]([C:69]([F:72])([F:71])[F:70])[CH:65]=3)=[O:21])=[CH:14][C:13]=2[F:23])[CH2:10][CH2:11]1)([C:4]([CH3:7])([CH3:5])[CH3:6])([CH3:2])[CH3:3], predict the reactants needed to synthesize it. The reactants are: [Si:1]([O:8][C:9]1([C:12]2[CH:17]=[CH:16][C:15]([CH:18]([CH3:22])[C:19]([OH:21])=O)=[CH:14][C:13]=2[F:23])[CH2:11][CH2:10]1)([C:4]([CH3:7])([CH3:6])[CH3:5])([CH3:3])[CH3:2].CCN(C(C)C)C(C)C.CCN=C=NCCCN(C)C.Cl.C1C=CC2N(O)N=NC=2C=1.[Cl:55][C:56]1[CH:57]=[C:58]([N:62]2[C:66]([CH2:67][NH2:68])=[CH:65][C:64]([C:69]([F:72])([F:71])[F:70])=[N:63]2)[CH:59]=[CH:60][CH:61]=1. (7) Given the product [O:31]=[C:4]1[C:3](=[CH:2][NH:49][C:46]2[CH:45]=[CH:44][C:43]([CH2:42][N:37]3[CH2:41][CH2:40][CH2:39][CH2:38]3)=[CH:48][CH:47]=2)[C:11]2[C:6](=[CH:7][C:8]([C:12]([C:14]3[CH:15]=[C:16]([NH:20][C:21]([C:23]4[N:24]([CH2:29][CH3:30])[N:25]=[C:26]([CH3:28])[CH:27]=4)=[O:22])[CH:17]=[CH:18][CH:19]=3)=[O:13])=[CH:9][CH:10]=2)[NH:5]1, predict the reactants needed to synthesize it. The reactants are: O[CH:2]=[C:3]1[C:11]2[C:6](=[CH:7][C:8]([C:12]([C:14]3[CH:15]=[C:16]([NH:20][C:21]([C:23]4[N:24]([CH2:29][CH3:30])[N:25]=[C:26]([CH3:28])[CH:27]=4)=[O:22])[CH:17]=[CH:18][CH:19]=3)=[O:13])=[CH:9][CH:10]=2)[NH:5][C:4]1=[O:31].C1COCC1.[N:37]1([CH2:42][C:43]2[CH:48]=[CH:47][C:46]([NH2:49])=[CH:45][CH:44]=2)[CH2:41][CH2:40][CH2:39][CH2:38]1.